This data is from Reaction yield outcomes from USPTO patents with 853,638 reactions. The task is: Predict the reaction yield, written as a fraction of the theoretical maximum amount of product (1.0 means a 100% yield; for example, 0.34 means a 34% yield). (1) The reactants are [NH2:1][C:2]1[S:3][CH:4]=[CH:5][N:6]=1.[C:7](N1C=CN=C1)(N1C=CN=C1)=[O:8].[CH:19]([NH:22][C:23]1[CH:28]=[CH:27][CH:26]=[CH:25][C:24]=1[O:29][C:30]1[CH:35]=[CH:34][CH:33]=[CH:32][CH:31]=1)([CH3:21])[CH3:20]. The catalyst is ClC(Cl)C. The product is [CH:19]([N:22]([C:23]1[CH:28]=[CH:27][CH:26]=[CH:25][C:24]=1[O:29][C:30]1[CH:35]=[CH:34][CH:33]=[CH:32][CH:31]=1)[C:7]([NH:1][C:2]1[S:3][CH:4]=[CH:5][N:6]=1)=[O:8])([CH3:21])[CH3:20]. The yield is 0.790. (2) The reactants are [Br:1][C:2]1[N:6]2[CH2:7][CH2:8][CH2:9][N:10]([C:12]([O:14][C:15]([CH3:18])([CH3:17])[CH3:16])=[O:13])[CH2:11][C:5]2=[C:4]([C:19](O)=[O:20])[N:3]=1.[CH3:22][NH:23][C:24](=[O:31])[C@H:25]([CH2:27][CH:28]([CH3:30])[CH3:29])[NH2:26].CCN(C(C)C)C(C)C.CN(C(ON1N=NC2C=CC=CC1=2)=[N+](C)C)C.[B-](F)(F)(F)F. The catalyst is CN(C=O)C. The product is [Br:1][C:2]1[N:6]2[CH2:7][CH2:8][CH2:9][N:10]([C:12]([O:14][C:15]([CH3:17])([CH3:18])[CH3:16])=[O:13])[CH2:11][C:5]2=[C:4]([C:19](=[O:20])[NH:26][C@@H:25]([CH2:27][CH:28]([CH3:30])[CH3:29])[C:24]([NH:23][CH3:22])=[O:31])[N:3]=1. The yield is 0.510. (3) The reactants are BrC1C=CC(S(O[CH2:12][C@@H:13]2[O:27][C:17]3=[C:18]4[C:23](=[CH:24][CH:25]=[C:16]3[O:15][CH2:14]2)[N:22]=[C:21]([CH3:26])[CH:20]=[CH:19]4)(=O)=O)=CC=1.[CH3:28][C@H:29]1[NH:34][CH2:33][CH2:32][N:31]([C:35]2[CH:44]=[CH:43][C:42]3[C:37](=[CH:38][CH:39]=[CH:40][CH:41]=3)[N:36]=2)[CH2:30]1. The catalyst is CS(C)=O.C(=O)(O)[O-].[Na+]. The product is [CH3:26][C:21]1[CH:20]=[CH:19][C:18]2[C:23](=[CH:24][CH:25]=[C:16]3[O:15][CH2:14][C@H:13]([CH2:12][N:34]4[CH2:33][CH2:32][N:31]([C:35]5[CH:44]=[CH:43][C:42]6[C:37](=[CH:38][CH:39]=[CH:40][CH:41]=6)[N:36]=5)[CH2:30][C@H:29]4[CH3:28])[O:27][C:17]3=2)[N:22]=1. The yield is 0.470. (4) The yield is 0.860. The reactants are CON(C)[C:4]([C:6]1[CH:11]=[CH:10][C:9](=[O:12])[N:8]([CH3:13])[CH:7]=1)=[O:5].C[Li].Cl[CH2:18]Cl. The product is [C:4]([C:6]1[CH:11]=[CH:10][C:9](=[O:12])[N:8]([CH3:13])[CH:7]=1)(=[O:5])[CH3:18]. The catalyst is O1CCCC1.C(OCC)C. (5) The reactants are [CH2:1]([OH:3])[CH3:2].C(Cl)CCl.C(N(CC)CC)C.[Cl:15][C:16]1[CH:21]=[C:20]([O:22][CH3:23])[CH:19]=[CH:18][C:17]=1[CH2:24][C:25](O)=[O:26]. The catalyst is CN(C1C=CN=CC=1)C.C(Cl)Cl. The product is [CH2:1]([O:3][C:25](=[O:26])[CH2:24][C:17]1[CH:18]=[CH:19][C:20]([O:22][CH3:23])=[CH:21][C:16]=1[Cl:15])[CH3:2]. The yield is 0.640. (6) No catalyst specified. The yield is 0.800. The product is [ClH:25].[F:26][C:27]1[CH:28]=[CH:29][C:30]([CH2:31][O:32][C:33]2[CH:34]=[CH:35][C:36]([C@@H:39]3[CH2:43][C:42]4([CH2:44][CH2:45][NH:46][CH2:47][CH2:48]4)[O:41][CH2:40]3)=[CH:37][CH:38]=2)=[CH:49][CH:50]=1. The reactants are OC1C=CC([C@@H]2CC3(CCN(C(OC(C)(C)C)=O)CC3)OC2)=CC=1.[ClH:25].[F:26][C:27]1[CH:50]=[CH:49][C:30]([CH2:31][O:32][C:33]2[CH:38]=[CH:37][C:36]([C@H:39]3[CH2:43][C:42]4([CH2:48][CH2:47][NH:46][CH2:45][CH2:44]4)[O:41][CH2:40]3)=[CH:35][CH:34]=2)=[CH:29][CH:28]=1. (7) The catalyst is C1COCC1.O. The reactants are [Li+].[OH-].[O:3]=[C:4]1[CH2:13][CH2:12][CH2:11][C@@H:10]2[N:5]1[CH2:6][C@H:7]([C:14]([O:16]C)=[O:15])[CH2:8][CH2:9]2. The yield is 0.845. The product is [O:3]=[C:4]1[CH2:13][CH2:12][CH2:11][C@@H:10]2[N:5]1[CH2:6][C@H:7]([C:14]([OH:16])=[O:15])[CH2:8][CH2:9]2.